From a dataset of Reaction yield outcomes from USPTO patents with 853,638 reactions. Predict the reaction yield, written as a fraction of the theoretical maximum amount of product (1.0 means a 100% yield; for example, 0.34 means a 34% yield). The reactants are [C:1]([O:5][C:6]([N:8]1[CH2:13][CH2:12][C:11](=[O:14])[CH2:10][CH2:9]1)=[O:7])([CH3:4])([CH3:3])[CH3:2].CO[CH:17](OC)[N:18]([CH3:20])[CH3:19].CN(C)C=O. The catalyst is C1CCCCC1. The product is [C:1]([O:5][C:6]([N:8]1[CH2:9][CH2:10][C:11](=[O:14])[C:12](=[CH:17][N:18]([CH3:20])[CH3:19])[CH2:13]1)=[O:7])([CH3:4])([CH3:2])[CH3:3]. The yield is 0.670.